This data is from Forward reaction prediction with 1.9M reactions from USPTO patents (1976-2016). The task is: Predict the product of the given reaction. (1) The product is: [C:30]([O:29][C:27]([C:22]1[CH:23]=[CH:24][CH:25]=[CH:26][C:21]=1[C:18]1[CH:19]=[CH:20][C:15]([CH2:14][N:1]2[C:9]3[C:4](=[CH:5][C:6]([C:10]([OH:12])=[O:11])=[CH:7][CH:8]=3)[CH:3]=[CH:2]2)=[CH:16][CH:17]=1)=[O:28])([CH3:33])([CH3:32])[CH3:31]. Given the reactants [NH:1]1[C:9]2[C:4](=[CH:5][C:6]([C:10]([OH:12])=[O:11])=[CH:7][CH:8]=2)[CH:3]=[CH:2]1.Br[CH2:14][C:15]1[CH:20]=[CH:19][C:18]([C:21]2[C:22]([C:27]([O:29][C:30]([CH3:33])([CH3:32])[CH3:31])=[O:28])=[CH:23][CH:24]=[CH:25][CH:26]=2)=[CH:17][CH:16]=1, predict the reaction product. (2) Given the reactants [Cl:1][C:2]1[CH:7]=[CH:6][C:5]([C@:8]2([O:17][C@H:16]([CH2:18][OH:19])[C@@H:14]([OH:15])[C@H:12]([OH:13])[C@H:10]2[OH:11])[OH:9])=[CH:4][C:3]=1[CH2:20][C:21]1[CH:26]=[CH:25][C:24]([C:27]#[CH:28])=[CH:23][CH:22]=1, predict the reaction product. The product is: [Cl:1][C:2]1[CH:7]=[CH:6][C:5]([C@:8]2([O:17][C@H:16]([CH2:18][OH:19])[C@@H:14]([OH:15])[C@H:12]([OH:13])[C@H:10]2[OH:11])[OH:9])=[CH:4][C:3]=1[CH2:20][C:21]1[CH:22]=[CH:23][C:24]([CH2:27][CH3:28])=[CH:25][CH:26]=1. (3) Given the reactants [Cl:1][C:2]1[CH:10]=[CH:9][C:8]([O:11][CH2:12][C:13]2[CH:18]=[CH:17][CH:16]=[CH:15][CH:14]=2)=[C:7]2[C:3]=1[C:4](=[O:32])[N:5]([C:20]1[CH:25]=[CH:24][C:23]([CH2:26][C:27]([O:29][CH2:30][CH3:31])=[O:28])=[CH:22][CH:21]=1)[C:6]2=[O:19].[BH4-].[Na+], predict the reaction product. The product is: [Cl:1][C:2]1[CH:10]=[CH:9][C:8]([O:11][CH2:12][C:13]2[CH:18]=[CH:17][CH:16]=[CH:15][CH:14]=2)=[C:7]2[C:3]=1[CH:4]([OH:32])[N:5]([C:20]1[CH:25]=[CH:24][C:23]([CH2:26][C:27]([O:29][CH2:30][CH3:31])=[O:28])=[CH:22][CH:21]=1)[C:6]2=[O:19].[Cl:1][C:2]1[CH:10]=[CH:9][C:8]([O:11][CH2:12][C:13]2[CH:18]=[CH:17][CH:16]=[CH:15][CH:14]=2)=[C:7]2[C:3]=1[C:4](=[O:32])[N:5]([C:20]1[CH:25]=[CH:24][C:23]([CH2:26][C:27]([O:29][CH2:30][CH3:31])=[O:28])=[CH:22][CH:21]=1)[CH:6]2[OH:19].